This data is from Forward reaction prediction with 1.9M reactions from USPTO patents (1976-2016). The task is: Predict the product of the given reaction. (1) Given the reactants [CH2:1]([O:8][C:9]1[C:10]2[N:11]([CH:16]=[C:17]([CH3:19])[N:18]=2)[CH:12]=[C:13](Br)[CH:14]=1)[C:2]1[CH:7]=[CH:6][CH:5]=[CH:4][CH:3]=1.C1(P(C2C=CC=CC=2)C2C=CC=CC=2)C=CC=CC=1.[CH2:39]([N:41]([CH2:44]C)[CH2:42]C)C.CNC.[C]=[O:50], predict the reaction product. The product is: [CH3:39][N:41]([CH3:44])[C:42]([C:13]1[CH:14]=[C:9]([O:8][CH2:1][C:2]2[CH:7]=[CH:6][CH:5]=[CH:4][CH:3]=2)[C:10]2[N:11]([CH:16]=[C:17]([CH3:19])[N:18]=2)[CH:12]=1)=[O:50]. (2) Given the reactants [Cl:1][C:2]1[CH:19]=[C:18]([Cl:20])[CH:17]=[CH:16][C:3]=1[O:4][C:5]1[C:10]([CH2:11][OH:12])=[CH:9][N:8]=[C:7]([CH:13]([CH3:15])[CH3:14])[N:6]=1, predict the reaction product. The product is: [Cl:1][C:2]1[CH:19]=[C:18]([Cl:20])[CH:17]=[CH:16][C:3]=1[O:4][C:5]1[C:10]([CH:11]=[O:12])=[CH:9][N:8]=[C:7]([CH:13]([CH3:15])[CH3:14])[N:6]=1. (3) Given the reactants [NH:1]1[CH2:5][CH2:4][CH2:3][CH2:2]1.[CH2:6]([O:13][N:14]1[C:23](=[O:24])[C:22]2[C:17](=[CH:18][C:19](F)=[C:20]([F:25])[CH:21]=2)[N:16]([C:27]2[CH:32]=[CH:31][C:30]([F:33])=[CH:29][C:28]=2[F:34])[C:15]1=[O:35])[C:7]1[CH:12]=[CH:11][CH:10]=[CH:9][CH:8]=1.C(N(CC)CC)C, predict the reaction product. The product is: [CH2:6]([O:13][N:14]1[C:23](=[O:24])[C:22]2[C:17](=[CH:18][C:19]([N:1]3[CH2:5][CH2:4][CH2:3][CH2:2]3)=[C:20]([F:25])[CH:21]=2)[N:16]([C:27]2[CH:32]=[CH:31][C:30]([F:33])=[CH:29][C:28]=2[F:34])[C:15]1=[O:35])[C:7]1[CH:12]=[CH:11][CH:10]=[CH:9][CH:8]=1. (4) Given the reactants I[C:2]1[CH:3]=[C:4]([N+:10]([O-:12])=[O:11])[CH:5]=[CH:6][C:7]=1[O:8][CH3:9].[CH3:13][C:14]1[C:18](B(O)O)=[C:17]([CH3:22])[O:16][N:15]=1.C(=O)([O-])[O-].[Cs+].[Cs+].COCCOC, predict the reaction product. The product is: [CH3:13][C:14]1[C:18]([C:2]2[CH:3]=[C:4]([N+:10]([O-:12])=[O:11])[CH:5]=[CH:6][C:7]=2[O:8][CH3:9])=[C:17]([CH3:22])[O:16][N:15]=1. (5) The product is: [Cl:3][C:18]1[N:17]([C:11]2[CH:16]=[CH:15][CH:14]=[CH:13][CH:12]=2)[C:25]2[C:20]([C:19]=1[CH:9]=[O:10])=[CH:21][CH:22]=[CH:23][CH:24]=2. Given the reactants P(Cl)(Cl)([Cl:3])=O.CN([CH:9]=[O:10])C.[C:11]1([N:17]2[C:25]3[C:20](=[CH:21][CH:22]=[CH:23][CH:24]=3)[CH2:19][C:18]2=O)[CH:16]=[CH:15][CH:14]=[CH:13][CH:12]=1.N1C=CC=CC=1, predict the reaction product. (6) Given the reactants [OH-].[Na+].C([O:5][C:6](=[O:28])[CH2:7][C:8]1[CH:9]=[C:10]([C:22]2[CH:27]=[CH:26][CH:25]=[CH:24][CH:23]=2)[CH:11]=[C:12]([O:14][CH2:15][C:16]2[CH:21]=[CH:20][CH:19]=[CH:18][CH:17]=2)[CH:13]=1)C, predict the reaction product. The product is: [CH2:15]([O:14][C:12]1[CH:13]=[C:8]([CH2:7][C:6]([OH:28])=[O:5])[CH:9]=[C:10]([C:22]2[CH:23]=[CH:24][CH:25]=[CH:26][CH:27]=2)[CH:11]=1)[C:16]1[CH:17]=[CH:18][CH:19]=[CH:20][CH:21]=1. (7) Given the reactants [NH2:1][C:2]1[S:3][C:4]2[CH:10]=[C:9]([O:11][C:12]3[CH:13]=[CH:14][C:15]([CH3:32])=[C:16]([NH:18][C:19](=[O:31])[C:20]4[CH:25]=[CH:24][CH:23]=[C:22]([C:26]([C:29]#[N:30])([CH3:28])[CH3:27])[CH:21]=4)[CH:17]=3)[CH:8]=[CH:7][C:5]=2[N:6]=1.[CH:33]1([C:36](Cl)=[O:37])[CH2:35][CH2:34]1, predict the reaction product. The product is: [C:29]([C:26]([C:22]1[CH:21]=[C:20]([CH:25]=[CH:24][CH:23]=1)[C:19]([NH:18][C:16]1[CH:17]=[C:12]([O:11][C:9]2[CH:8]=[CH:7][C:5]3[N:6]=[C:2]([NH:1][C:36]([CH:33]4[CH2:35][CH2:34]4)=[O:37])[S:3][C:4]=3[CH:10]=2)[CH:13]=[CH:14][C:15]=1[CH3:32])=[O:31])([CH3:27])[CH3:28])#[N:30]. (8) Given the reactants [F:1][C:2]1[C:10]([CH3:11])=[C:9]([F:12])[C:8]([F:13])=[CH:7][C:3]=1[C:4]([OH:6])=[O:5].Cl.[CH3:15]O, predict the reaction product. The product is: [CH3:15][O:5][C:4](=[O:6])[C:3]1[CH:7]=[C:8]([F:13])[C:9]([F:12])=[C:10]([CH3:11])[C:2]=1[F:1]. (9) Given the reactants [NH2:1][C:2]1[C:12]2[CH2:11][CH2:10][N:9]([C:13](=[O:18])[C:14]([F:17])([F:16])[F:15])[CH2:8][CH2:7][C:6]=2[CH:5]=[CH:4][C:3]=1[Cl:19].Br[CH2:21][C:22]1[CH:36]=[CH:35][C:25]2[N:26]=[C:27]([CH:29]3[CH2:34][CH2:33][CH2:32][CH2:31][CH2:30]3)[S:28][C:24]=2[CH:23]=1.C(=O)([O-])[O-].[K+].[K+], predict the reaction product. The product is: [Cl:19][C:3]1[CH:4]=[CH:5][C:6]2[CH2:7][CH2:8][N:9]([C:13](=[O:18])[C:14]([F:17])([F:15])[F:16])[CH2:10][CH2:11][C:12]=2[C:2]=1[NH:1][CH2:21][C:22]1[CH:36]=[CH:35][C:25]2[N:26]=[C:27]([CH:29]3[CH2:34][CH2:33][CH2:32][CH2:31][CH2:30]3)[S:28][C:24]=2[CH:23]=1. (10) Given the reactants C1CCCCCCC#1.C(N(CC)C(C)C)(C)C.FC(F)(F)C(OC1C(F)=C(F)C(F)=C(F)C=1F)=O.[OH:36][C:37]([CH2:39][CH2:40][CH2:41][CH2:42][C@H:43]1[C@@H:51]2[C@@H:46]([NH:47][C:48]([NH:50]2)=[O:49])[CH2:45][S:44]1)=[O:38], predict the reaction product. The product is: [OH:38][C:37]([CH2:39][CH2:40][CH2:41][CH2:42][C@H:43]1[C@@H:51]2[C@@H:46]([NH:47][C:48]([NH:50]2)=[O:49])[CH2:45][S:44]1)=[O:36].[C:40]1[CH2:41][CH2:42][CH2:43][CH2:51][CH2:46][NH:47][C:48]#1.